This data is from Peptide-MHC class I binding affinity with 185,985 pairs from IEDB/IMGT. The task is: Regression. Given a peptide amino acid sequence and an MHC pseudo amino acid sequence, predict their binding affinity value. This is MHC class I binding data. (1) The peptide sequence is YESSHWLVV. The MHC is HLA-B40:01 with pseudo-sequence HLA-B40:01. The binding affinity (normalized) is 0.851. (2) The peptide sequence is VAGGTSSVY. The MHC is HLA-B27:05 with pseudo-sequence HLA-B27:05. The binding affinity (normalized) is 0.0847. (3) The peptide sequence is ISIIVLFQR. The MHC is HLA-B54:01 with pseudo-sequence HLA-B54:01. The binding affinity (normalized) is 0.173. (4) The peptide sequence is AALLNVFLI. The MHC is H-2-Kb with pseudo-sequence H-2-Kb. The binding affinity (normalized) is 0.575. (5) The peptide sequence is MTAASYARY. The MHC is HLA-B15:01 with pseudo-sequence HLA-B15:01. The binding affinity (normalized) is 0.797. (6) The peptide sequence is KSAQVPLPL. The MHC is HLA-B40:01 with pseudo-sequence HLA-B40:01. The binding affinity (normalized) is 0.200. (7) The peptide sequence is RARKRGITL. The MHC is HLA-B38:01 with pseudo-sequence HLA-B38:01. The binding affinity (normalized) is 0.0847.